From a dataset of Reaction yield outcomes from USPTO patents with 853,638 reactions. Predict the reaction yield, written as a fraction of the theoretical maximum amount of product (1.0 means a 100% yield; for example, 0.34 means a 34% yield). (1) The reactants are [F:1][C:2]([F:16])([F:15])[C:3]1[CH:4]=[C:5]([CH:8]=[C:9]([C:11]([F:14])([F:13])[F:12])[CH:10]=1)[CH2:6][NH2:7].[CH:17]1([CH2:23][N:24]2[CH2:29][CH2:28][N:27]([C:30]3[C:39]([CH:40]=O)=[CH:38][C:37]4[C:32](=[CH:33][CH:34]=[CH:35][CH:36]=4)[N:31]=3)[CH2:26][CH2:25]2)[CH2:22][CH2:21][CH2:20][CH2:19][CH2:18]1.C(O)(=O)C.C([BH3-])#N.[Na+]. The catalyst is CO. The product is [F:1][C:2]([F:15])([F:16])[C:3]1[CH:4]=[C:5]([CH:8]=[C:9]([C:11]([F:14])([F:12])[F:13])[CH:10]=1)[CH2:6][NH:7][CH2:40][C:39]1[C:30]([N:27]2[CH2:26][CH2:25][N:24]([CH2:23][CH:17]3[CH2:22][CH2:21][CH2:20][CH2:19][CH2:18]3)[CH2:29][CH2:28]2)=[N:31][C:32]2[C:37]([CH:38]=1)=[CH:36][CH:35]=[CH:34][CH:33]=2. The yield is 0.670. (2) The reactants are [OH:1][C:2]12[CH2:16][CH:15]([CH3:17])[CH2:14][C:13](=[O:18])[CH:12]1[CH2:11][CH2:10][CH2:9][CH2:8][CH2:7][CH2:6][CH2:5][CH2:4][CH2:3]2.[CH3:19][C:20](OC(C)=O)=[O:21].CC1C=CC(S(O)(=O)=O)=CC=1.O. The catalyst is [NH4+].[Cl-]. The product is [C:20]([O:1][C:2]12[CH2:16][CH:15]([CH3:17])[CH2:14][C:13](=[O:18])[CH:12]1[CH2:11][CH2:10][CH2:9][CH2:8][CH2:7][CH2:6][CH2:5][CH2:4][CH2:3]2)(=[O:21])[CH3:19]. The yield is 0.440. (3) The reactants are [CH2:1]([O:3][C:4]([C:6]1[C:7](=[O:37])[C:8]2[CH:13]=[N:12][C:11]([NH:14][C:15]3[CH:20]=[CH:19][C:18]([CH:21]4[CH2:26][CH2:25][NH:24][CH2:23][CH2:22]4)=[CH:17][CH:16]=3)=[N:10][C:9]=2[N:27]([C:29]2[CH:34]=[CH:33][C:32]([CH2:35][CH3:36])=[CH:31][CH:30]=2)[CH:28]=1)=[O:5])[CH3:2].[CH3:38][S:39](Cl)(=[O:41])=[O:40].O. The catalyst is C(Cl)Cl. The product is [CH2:1]([O:3][C:4]([C:6]1[C:7](=[O:37])[C:8]2[CH:13]=[N:12][C:11]([NH:14][C:15]3[CH:16]=[CH:17][C:18]([CH:21]4[CH2:26][CH2:25][N:24]([S:39]([CH3:38])(=[O:41])=[O:40])[CH2:23][CH2:22]4)=[CH:19][CH:20]=3)=[N:10][C:9]=2[N:27]([C:29]2[CH:30]=[CH:31][C:32]([CH2:35][CH3:36])=[CH:33][CH:34]=2)[CH:28]=1)=[O:5])[CH3:2]. The yield is 0.610. (4) The reactants are [F:1][C:2]1[CH:22]=[C:21]([S:23]([CH3:26])(=[O:25])=[O:24])[C:20]([F:27])=[CH:19][C:3]=1[O:4][C@H:5]1[CH2:9][CH2:8][N:7]([CH:10]2[CH2:15][CH2:14][N:13]([C:16]#[N:17])[CH2:12][CH2:11]2)[C:6]1=[O:18].[OH:28][NH:29][C:30](=N)[CH:31]([CH3:33])[CH3:32].[OH-].[Na+]. The catalyst is O1CCOCC1.[Cl-].[Cl-].[Zn+2]. The product is [F:1][C:2]1[CH:22]=[C:21]([S:23]([CH3:26])(=[O:25])=[O:24])[C:20]([F:27])=[CH:19][C:3]=1[O:4][C@H:5]1[CH2:9][CH2:8][N:7]([CH:10]2[CH2:11][CH2:12][N:13]([C:16]3[O:28][N:29]=[C:30]([CH:31]([CH3:33])[CH3:32])[N:17]=3)[CH2:14][CH2:15]2)[C:6]1=[O:18]. The yield is 0.190. (5) The reactants are [N:1]1[CH:6]=[CH:5][CH:4]=[C:3]([OH:7])[CH:2]=1.[H-].[Na+].Cl[CH2:11][O:12][CH3:13]. The catalyst is CN(C=O)C. The product is [CH3:11][O:12][CH2:13][O:7][C:3]1[CH:2]=[N:1][CH:6]=[CH:5][CH:4]=1. The yield is 0.270. (6) The reactants are C(O[CH:4](OCC)[CH2:5][O:6][C:7]1[C:14]([CH3:15])=[CH:13][C:12]([F:16])=[CH:11][C:8]=1[CH:9]=O)C.[BH4-].[Na+].P(Br)(Br)[Br:23]. The catalyst is C(O)(=O)C. The product is [Br:23][CH2:4][C:5]1[O:6][C:7]2[C:14]([CH3:15])=[CH:13][C:12]([F:16])=[CH:11][C:8]=2[CH:9]=1. The yield is 0.360. (7) The reactants are O1[CH2:6][CH2:5]OCC1.BrC1[C:16]2[C:11](=[CH:12][CH:13]=[CH:14][C:15]=2[N+:17]([O-:19])=[O:18])[N:10]([CH2:20][C:21]2[CH:26]=[CH:25][CH:24]=[C:23]([CH:27]([CH3:29])[CH3:28])[N:22]=2)[N:9]=1.CB(O)O.C(=O)([O-])[O-].[K+].[K+]. The catalyst is O.C1C=CC([P]([Pd]([P](C2C=CC=CC=2)(C2C=CC=CC=2)C2C=CC=CC=2)([P](C2C=CC=CC=2)(C2C=CC=CC=2)C2C=CC=CC=2)[P](C2C=CC=CC=2)(C2C=CC=CC=2)C2C=CC=CC=2)(C2C=CC=CC=2)C2C=CC=CC=2)=CC=1. The product is [CH:27]([C:23]1[N:22]=[C:21]([CH2:20][N:10]2[C:11]3[C:16](=[C:15]([N+:17]([O-:19])=[O:18])[CH:14]=[CH:13][CH:12]=3)[C:5]([CH3:6])=[N:9]2)[CH:26]=[CH:25][CH:24]=1)([CH3:29])[CH3:28]. The yield is 0.730. (8) The reactants are [C:1](Cl)(=[O:5])[C:2]([CH3:4])=[CH2:3].Cl.[NH2:8][C@H:9]([C:15]([OH:17])=[O:16])[CH2:10][CH2:11][CH2:12][CH2:13][NH2:14].[OH-].[Na+].C([O-])([O-])=O.[Na+].[Na+]. The catalyst is O. The product is [C:1]([NH:14][CH2:13][CH2:12][CH2:11][CH2:10][C@@H:9]([C:15]([OH:17])=[O:16])[NH2:8])(=[O:5])[C:2]([CH3:4])=[CH2:3]. The yield is 0.600. (9) The reactants are [C:1]([C:4]1[CH:13]=[CH:12][C:7]([C:8]([O:10][CH3:11])=[O:9])=[CH:6][C:5]=1[NH:14][C:15](=O)[C:16]([F:25])([F:24])[C:17]1[CH:22]=[CH:21][C:20]([F:23])=[CH:19][CH:18]=1)(=[O:3])[NH2:2].C(N(CC)CC)C.C[Si](Cl)(C)C. The catalyst is ClCCCl. The product is [F:24][C:16]([F:25])([C:17]1[CH:22]=[CH:21][C:20]([F:23])=[CH:19][CH:18]=1)[C:15]1[N:2]=[C:1]([OH:3])[C:4]2[C:5](=[CH:6][C:7]([C:8]([O:10][CH3:11])=[O:9])=[CH:12][CH:13]=2)[N:14]=1. The yield is 0.890. (10) The reactants are [F:1][CH:2]([F:46])[C:3]1[N:7]([C:8]2[N:13]=[C:12]([N:14]3[CH2:19][CH2:18][O:17][CH2:16][CH2:15]3)[N:11]=[C:10]([N:20]([CH2:34][CH2:35][CH2:36][N:37]([CH3:39])[CH3:38])[CH:21]3[CH2:26][CH2:25][CH2:24][N:23](C(OC(C)(C)C)=O)[CH2:22]3)[N:9]=2)[C:6]2[CH:40]=[CH:41][CH:42]=[C:43]([O:44][CH3:45])[C:5]=2[N:4]=1.C(O)(C(F)(F)F)=O. The catalyst is C(Cl)Cl. The product is [F:46][CH:2]([F:1])[C:3]1[N:7]([C:8]2[N:13]=[C:12]([N:14]3[CH2:15][CH2:16][O:17][CH2:18][CH2:19]3)[N:11]=[C:10]([N:20]([CH:21]3[CH2:26][CH2:25][CH2:24][NH:23][CH2:22]3)[CH2:34][CH2:35][CH2:36][N:37]([CH3:39])[CH3:38])[N:9]=2)[C:6]2[CH:40]=[CH:41][CH:42]=[C:43]([O:44][CH3:45])[C:5]=2[N:4]=1. The yield is 0.880.